Dataset: Peptide-MHC class II binding affinity with 134,281 pairs from IEDB. Task: Regression. Given a peptide amino acid sequence and an MHC pseudo amino acid sequence, predict their binding affinity value. This is MHC class II binding data. (1) The peptide sequence is FDKQLGKFKFSQKSK. The MHC is DRB1_0101 with pseudo-sequence DRB1_0101. The binding affinity (normalized) is 0.144. (2) The peptide sequence is NMVVERLGDYLVEQG. The MHC is HLA-DPA10103-DPB10201 with pseudo-sequence HLA-DPA10103-DPB10201. The binding affinity (normalized) is 0.584. (3) The peptide sequence is GKWYLKAMTADQEVPE. The MHC is DRB1_0405 with pseudo-sequence DRB1_0405. The binding affinity (normalized) is 0.734. (4) The binding affinity (normalized) is 0.172. The peptide sequence is ALSAEYAAVAQELSV. The MHC is DRB1_1501 with pseudo-sequence DRB1_1501. (5) The peptide sequence is NVTSIHSLLDEGKQS. The MHC is DRB1_0405 with pseudo-sequence DRB1_0405. The binding affinity (normalized) is 0.610.